Predict the product of the given reaction. From a dataset of Forward reaction prediction with 1.9M reactions from USPTO patents (1976-2016). (1) Given the reactants [CH2:1]([N:5]=[C:6]=[O:7])[CH2:2][CH2:3][CH3:4].[CH:8]1([NH2:14])[CH2:13][CH2:12][CH2:11][CH2:10][CH2:9]1.NC(N)=O.[C:19]([OH:25])(=O)[CH2:20][C:21]([OH:23])=O.C(OC(=O)C)(=O)C.N1[C:40](=O)[CH2:39][C:37](=O)NC1=O.BrCCCBr.[C:47](=[S:49])=[S:48], predict the reaction product. The product is: [CH2:1]([N:5]1[C:19](=[O:25])[C:20](=[C:47]2[S:49][CH2:40][CH2:39][CH2:37][S:48]2)[C:21](=[O:23])[N:14]([CH:8]2[CH2:13][CH2:12][CH2:11][CH2:10][CH2:9]2)[C:6]1=[O:7])[CH2:2][CH2:3][CH3:4]. (2) The product is: [NH2:14][C@@H:15]1[CH2:16][CH2:17][C@H:18]([CH2:21][N:22]2[C:26]3=[N:27][C:28]([NH:31][C:32]4[CH:37]=[CH:36][C:35]([CH3:38])=[C:34]([S:39]([NH2:40])(=[O:42])=[O:41])[CH:33]=4)=[N:29][CH:30]=[C:25]3[CH:24]=[N:23]2)[CH2:19][CH2:20]1. Given the reactants C(O)(C(F)(F)F)=O.C(OC(=O)[NH:14][C@H:15]1[CH2:20][CH2:19][C@@H:18]([CH2:21][N:22]2[C:26]3=[N:27][C:28]([NH:31][C:32]4[CH:37]=[CH:36][C:35]([CH3:38])=[C:34]([S:39](=[O:42])(=[O:41])[NH2:40])[CH:33]=4)=[N:29][CH:30]=[C:25]3[CH:24]=[N:23]2)[CH2:17][CH2:16]1)(C)(C)C, predict the reaction product. (3) Given the reactants [Cl:1][C:2]1[C:3]([O:21][CH3:22])=[CH:4][CH:5]=[C:6]2[C:11]=1[N:10]=[C:9]([C:12]1[S:13][CH:14]=[C:15]([CH:17]([CH3:19])[CH3:18])[N:16]=1)[CH:8]=[C:7]2[OH:20].C(O)(=O)CCCCCC=C.N1CCC[C@H]1C(O)=O.C(C1N=C(C2C=C(O[CH:60]3[CH2:78][CH:77]4[N:62]([C:63](=[O:83])[CH2:64][CH2:65][CH2:66][CH2:67]C[CH2:69][CH:70]=[CH:71][CH:72]5[C:74]([C:80]([OH:82])=[O:81])([NH:75][C:76]4=[O:79])[CH2:73]5)[CH2:61]3)C3C(=CC(OC)=CC=3)N=2)SC=1)(C)C, predict the reaction product. The product is: [Cl:1][C:2]1[C:3]([O:21][CH3:22])=[CH:4][CH:5]=[C:6]2[C:11]=1[N:10]=[C:9]([C:12]1[S:13][CH:14]=[C:15]([CH:17]([CH3:18])[CH3:19])[N:16]=1)[CH:8]=[C:7]2[O:20][CH:60]1[CH2:78][CH:77]2[N:62]([C:63](=[O:83])[CH2:64][CH2:65][CH2:66][CH2:67][CH2:69][CH:70]=[CH:71][CH:72]3[C:74]([C:80]([OH:82])=[O:81])([NH:75][C:76]2=[O:79])[CH2:73]3)[CH2:61]1.